Dataset: Reaction yield outcomes from USPTO patents with 853,638 reactions. Task: Predict the reaction yield, written as a fraction of the theoretical maximum amount of product (1.0 means a 100% yield; for example, 0.34 means a 34% yield). The reactants are [Cl:1][CH2:2]C(CCl)=O.[CH2:7]([O:14][C:15]([NH:17][C@H:18]([C:26]([OH:28])=O)[CH2:19][C:20]1[CH:25]=[CH:24][CH:23]=[CH:22][CH:21]=1)=[O:16])[C:8]1[CH:13]=[CH:12][CH:11]=[CH:10][CH:9]=1.[BH4-].[Na+]. The catalyst is CO.O1CCCC1. The product is [CH2:7]([O:14][C:15]([NH:17][C@@H:18]([CH2:19][C:20]1[CH:21]=[CH:22][CH:23]=[CH:24][CH:25]=1)[C@H:26]([OH:28])[CH2:2][Cl:1])=[O:16])[C:8]1[CH:9]=[CH:10][CH:11]=[CH:12][CH:13]=1. The yield is 0.430.